This data is from Catalyst prediction with 721,799 reactions and 888 catalyst types from USPTO. The task is: Predict which catalyst facilitates the given reaction. (1) Reactant: [NH2:1][C:2]1[N:7]=[C:6](S(C)=O)[C:5]([C:11]#[N:12])=[C:4]([C:13]2[O:14][C:15]([CH3:18])=[CH:16][CH:17]=2)[N:3]=1.[CH2:19]([OH:21])[CH3:20].C1CCN2C(=NCCC2)CC1. Product: [NH2:1][C:2]1[N:7]=[C:6]([O:21][CH2:19][CH3:20])[C:5]([C:11]#[N:12])=[C:4]([C:13]2[O:14][C:15]([CH3:18])=[CH:16][CH:17]=2)[N:3]=1. The catalyst class is: 57. (2) Reactant: C([O:5][N:6]([CH2:19][CH2:20][C:21]1[CH:26]=[CH:25][CH:24]=[CH:23][CH:22]=1)[C:7]([C:9]1[N:10]=[CH:11][C:12]2[C:17]([CH:18]=1)=[CH:16][CH:15]=[CH:14][CH:13]=2)=[O:8])(C)(C)C.C(O)(C)C. Product: [OH:5][N:6]([CH2:19][CH2:20][C:21]1[CH:26]=[CH:25][CH:24]=[CH:23][CH:22]=1)[C:7]([C:9]1[N:10]=[CH:11][C:12]2[C:17]([CH:18]=1)=[CH:16][CH:15]=[CH:14][CH:13]=2)=[O:8]. The catalyst class is: 528. (3) Reactant: [H-].[H-].[H-].[H-].[Li+].[Al+3].[C:7]1([CH2:13][CH2:14][CH:15]2[N:20]3[CH2:21][CH2:22][CH:17]([C:18](=[O:23])[CH2:19]3)[CH2:16]2)[CH:12]=[CH:11][CH:10]=[CH:9][CH:8]=1. Product: [C:7]1([CH2:13][CH2:14][CH:15]2[N:20]3[CH2:21][CH2:22][CH:17]([CH:18]([OH:23])[CH2:19]3)[CH2:16]2)[CH:12]=[CH:11][CH:10]=[CH:9][CH:8]=1. The catalyst class is: 385. (4) Reactant: [OH:1][C:2]1[CH:7]=[CH:6][C:5]([SH:8])=[CH:4][CH:3]=1.Br[CH2:10][CH2:11][OH:12].C([O-])([O-])=O.[K+].[K+]. Product: [OH:12][CH2:11][CH2:10][S:8][C:5]1[CH:6]=[CH:7][C:2]([OH:1])=[CH:3][CH:4]=1. The catalyst class is: 9. (5) The catalyst class is: 2. Reactant: [CH3:1][N:2]([C:13]1[N:14]=[N:15][C:16]([CH3:19])=[CH:17][CH:18]=1)[C@H:3]1[CH2:8][CH2:7][C@H:6]([C:9]#[C:10][CH2:11]O)[CH2:5][CH2:4]1.CS([Cl:24])(=O)=O.N1C(C)=CC=CC=1C.O. Product: [Cl:24][CH2:11][C:10]#[C:9][C@H:6]1[CH2:7][CH2:8][C@H:3]([N:2]([CH3:1])[C:13]2[N:14]=[N:15][C:16]([CH3:19])=[CH:17][CH:18]=2)[CH2:4][CH2:5]1.